Predict the reaction yield, written as a fraction of the theoretical maximum amount of product (1.0 means a 100% yield; for example, 0.34 means a 34% yield). From a dataset of Reaction yield outcomes from USPTO patents with 853,638 reactions. The reactants are [NH2:1][C:2]1[CH:3]=[C:4]([C:8]2[C:16]3[C:11](=[CH:12][CH:13]=[C:14]([C:17]([NH2:19])=[O:18])[CH:15]=3)[N:10](C3CCCCO3)[N:9]=2)[CH:5]=[CH:6][CH:7]=1.[CH:26]1([C:29](O)=[O:30])[CH2:28][CH2:27]1.CCN=C=NCCCN(C)C. No catalyst specified. The product is [CH:26]1([C:29]([NH:1][C:2]2[CH:3]=[C:4]([C:8]3[C:16]4[C:11](=[CH:12][CH:13]=[C:14]([C:17]([NH2:19])=[O:18])[CH:15]=4)[NH:10][N:9]=3)[CH:5]=[CH:6][CH:7]=2)=[O:30])[CH2:28][CH2:27]1. The yield is 0.260.